This data is from Forward reaction prediction with 1.9M reactions from USPTO patents (1976-2016). The task is: Predict the product of the given reaction. (1) The product is: [Br:1][C:2]1[C:10]2[C:5](=[C:6]([O:18][C:19]3[CH:20]=[CH:21][C:22]([S:25]([CH3:28])(=[O:27])=[O:26])=[CH:23][CH:24]=3)[CH:7]=[C:8]([C:11]3[C:16]([Cl:17])=[CH:15][CH:14]=[CH:13][N:12]=3)[CH:9]=2)[N:4]([C:29]([O:31][C:32]([CH3:35])([CH3:34])[CH3:33])=[O:30])[N:3]=1. Given the reactants [Br:1][C:2]1[C:10]2[C:5](=[C:6]([O:18][C:19]3[CH:24]=[CH:23][C:22]([S:25]([CH3:28])(=[O:27])=[O:26])=[CH:21][CH:20]=3)[CH:7]=[C:8]([C:11]3[C:16]([Cl:17])=[CH:15][CH:14]=[CH:13][N:12]=3)[CH:9]=2)[NH:4][N:3]=1.[C:29](O[C:29]([O:31][C:32]([CH3:35])([CH3:34])[CH3:33])=[O:30])([O:31][C:32]([CH3:35])([CH3:34])[CH3:33])=[O:30], predict the reaction product. (2) Given the reactants [O:1]1[C:5]2[CH:6]=[CH:7][C:8]([C:10]3([C:13]([OH:15])=O)[CH2:12][CH2:11]3)=[CH:9][C:4]=2[O:3][CH2:2]1.S(Cl)(Cl)=O.CCN(CC)CC.[NH2:27][C:28]1[CH:29]=[C:30]2[C:34](=[CH:35][CH:36]=1)[NH:33][C:32]([C:37]([CH3:43])([CH3:42])[CH2:38][CH2:39][C:40]#[N:41])=[CH:31]2, predict the reaction product. The product is: [O:1]1[C:5]2[CH:6]=[CH:7][C:8]([C:10]3([C:13]([NH:27][C:28]4[CH:29]=[C:30]5[C:34](=[CH:35][CH:36]=4)[NH:33][C:32]([C:37]([CH3:43])([CH2:38][CH2:39][C:40]#[N:41])[CH3:42])=[CH:31]5)=[O:15])[CH2:11][CH2:12]3)=[CH:9][C:4]=2[O:3][CH2:2]1.